From a dataset of Forward reaction prediction with 1.9M reactions from USPTO patents (1976-2016). Predict the product of the given reaction. (1) Given the reactants Cl.[Br:2][C:3]1[C:4]([C:10]([CH3:13])([CH3:12])[CH3:11])=[N:5][N:6]([CH2:8]Cl)[CH:7]=1.[F:14][C:15]([F:24])([F:23])[CH2:16][CH2:17][CH:18]([C:21]#[N:22])[C:19]#[N:20].C(=O)([O-])[O-].[K+].[K+].O, predict the reaction product. The product is: [Br:2][C:3]1[C:4]([C:10]([CH3:13])([CH3:12])[CH3:11])=[N:5][N:6]([CH2:8][C:18]([CH2:17][CH2:16][C:15]([F:14])([F:23])[F:24])([C:19]#[N:20])[C:21]#[N:22])[CH:7]=1. (2) Given the reactants [Cl:1][C:2]1[CH:7]=[CH:6][C:5]([CH:8]([C:26]2[CH:31]=[CH:30][CH:29]=[CH:28][CH:27]=2)[N:9]2[CH2:12][C:11](=[C:13]([C:18]3[CH:23]=[C:22]([F:24])[CH:21]=[C:20]([F:25])[CH:19]=3)C(OC)=O)[CH2:10]2)=[CH:4][CH:3]=1.[CH3:32][Li].CC[O:36][CH2:37][CH3:38], predict the reaction product. The product is: [Cl:1][C:2]1[CH:3]=[CH:4][C:5]([CH:8]([C:26]2[CH:27]=[CH:28][CH:29]=[CH:30][CH:31]=2)[N:9]2[CH2:10][C:11](=[C:13]([C:18]3[CH:23]=[C:22]([F:24])[CH:21]=[C:20]([F:25])[CH:19]=3)[C:37]([CH3:38])([OH:36])[CH3:32])[CH2:12]2)=[CH:6][CH:7]=1. (3) Given the reactants [OH:1][C:2]1[C:11]2[C:6](=[CH:7][C:8](O)=[CH:9][CH:10]=2)[CH:5]=[CH:4][CH:3]=1.[C:13](=[O:16])([O-])[O-].[K+].[K+].I[CH2:20][CH3:21].[CH3:22]N(C)C=O, predict the reaction product. The product is: [CH2:20]([O:1][C:2]1[C:11]2[C:6](=[CH:7][C:8]([O:16][CH2:13][CH3:22])=[CH:9][CH:10]=2)[CH:5]=[CH:4][CH:3]=1)[CH3:21]. (4) Given the reactants [F:1][C:2]1[CH:3]=[CH:4][C:5]([C:41]([F:44])([F:43])[F:42])=[C:6]([CH:40]=1)[C:7]([N:9]1[CH2:14][CH2:13][N:12]([C:15](=[O:39])[CH2:16][NH:17][C:18]([C:20]2[CH:24]=[C:23]([C:25]3[CH:30]=[CH:29][CH:28]=[C:27]([O:31]CC4C=CC=CC=4)[CH:26]=3)[NH:22][N:21]=2)=[O:19])[CH2:11][CH2:10]1)=[O:8].OC1C=C(C(=O)C)C=CC=1, predict the reaction product. The product is: [F:1][C:2]1[CH:3]=[CH:4][C:5]([C:41]([F:44])([F:42])[F:43])=[C:6]([CH:40]=1)[C:7]([N:9]1[CH2:14][CH2:13][N:12]([C:15](=[O:39])[CH2:16][NH:17][C:18]([C:20]2[CH:24]=[C:23]([C:25]3[CH:30]=[CH:29][CH:28]=[C:27]([OH:31])[CH:26]=3)[NH:22][N:21]=2)=[O:19])[CH2:11][CH2:10]1)=[O:8]. (5) Given the reactants [OH:1][CH2:2][C:3]1[CH:8]=[CH:7][N:6]=[C:5]([C:9]([O:11][CH2:12][CH3:13])=[O:10])[CH:4]=1.[F:14][C:15]([F:24])([F:23])[C:16]1[CH:21]=[CH:20][CH:19]=[CH:18][C:17]=1O.C1(P(C2C=CC=CC=2)C2C=CC=CC=2)C=CC=CC=1.N(C(OCC)=O)=NC(OCC)=O, predict the reaction product. The product is: [F:14][C:15]([F:24])([F:23])[C:16]1[CH:21]=[CH:20][CH:19]=[CH:18][C:17]=1[O:1][CH2:2][C:3]1[CH:8]=[CH:7][N:6]=[C:5]([C:9]([O:11][CH2:12][CH3:13])=[O:10])[CH:4]=1. (6) The product is: [NH2:12][C:7]1[CH:8]=[CH:9][C:10]([F:11])=[C:5]([S:2]([NH2:1])(=[O:3])=[O:4])[CH:6]=1. Given the reactants [NH2:1][S:2]([C:5]1[CH:6]=[C:7]([N+:12]([O-])=O)[CH:8]=[CH:9][C:10]=1[F:11])(=[O:4])=[O:3], predict the reaction product. (7) Given the reactants [C:1]([O:5][C:6]([N:8]1[CH2:13][CH2:12][CH2:11][C@H:10]([OH:14])[C@@H:9]1[OH:15])=[O:7])([CH3:4])([CH3:3])[CH3:2].[OH-].[Na+].Br[CH:19](Br)[CH3:20], predict the reaction product. The product is: [C:1]([O:5][C:6]([N:8]1[CH2:13][CH2:12][CH2:11][CH:10]2[O:14][CH2:19][CH2:20][O:15][CH:9]12)=[O:7])([CH3:4])([CH3:2])[CH3:3]. (8) Given the reactants [NH2:1][C:2]1[N:7]=[CH:6][N:5]=[C:4]2[N:8]([CH2:30][C:31]([O:33]C)=O)[N:9]=[C:10]([C:11]3[CH:16]=[CH:15][C:14]([NH:17][S:18]([C:21]4[CH:26]=[CH:25][CH:24]=[C:23]([Cl:27])[C:22]=4[Cl:28])(=[O:20])=[O:19])=[C:13]([F:29])[CH:12]=3)[C:3]=12.[CH3:35][N:36]([CH3:40])[CH2:37][CH2:38][NH2:39], predict the reaction product. The product is: [CH3:35][N:36]([CH3:40])[CH2:37][CH2:38][NH:39][C:31](=[O:33])[CH2:30][N:8]1[C:4]2=[N:5][CH:6]=[N:7][C:2]([NH2:1])=[C:3]2[C:10]([C:11]2[CH:16]=[CH:15][C:14]([NH:17][S:18]([C:21]3[CH:26]=[CH:25][CH:24]=[C:23]([Cl:27])[C:22]=3[Cl:28])(=[O:19])=[O:20])=[C:13]([F:29])[CH:12]=2)=[N:9]1. (9) Given the reactants [Br:1][C:2]1[C:10]2[C:9]([Cl:11])=[N:8][CH:7]=[N:6][C:5]=2[NH:4][CH:3]=1.[C:12]1([CH3:22])[CH:17]=[CH:16][C:15]([S:18](Cl)(=[O:20])=[O:19])=[CH:14][CH:13]=1.[OH-].[Na+], predict the reaction product. The product is: [Br:1][C:2]1[C:10]2[C:9]([Cl:11])=[N:8][CH:7]=[N:6][C:5]=2[N:4]([S:18]([C:15]2[CH:16]=[CH:17][C:12]([CH3:22])=[CH:13][CH:14]=2)(=[O:20])=[O:19])[CH:3]=1.